Task: Predict the reactants needed to synthesize the given product.. Dataset: Full USPTO retrosynthesis dataset with 1.9M reactions from patents (1976-2016) Given the product [CH3:11][C:9]1[CH:8]=[CH:7][C:5]2[NH:6][C:2]([S:1][C:17]3[O:21][C:20]([CH:22]=[O:23])=[CH:19][CH:18]=3)=[N:3][C:4]=2[CH:10]=1, predict the reactants needed to synthesize it. The reactants are: [SH:1][C:2]1[NH:3][C:4]2[CH:10]=[C:9]([CH3:11])[CH:8]=[CH:7][C:5]=2[N:6]=1.[H-].[Na+].[N+]([C:17]1[O:21][C:20]([CH:22]=[O:23])=[CH:19][CH:18]=1)([O-])=O.